Dataset: Catalyst prediction with 721,799 reactions and 888 catalyst types from USPTO. Task: Predict which catalyst facilitates the given reaction. (1) Reactant: [CH3:1][O:2][C:3]1[C:17]2[C:12](=[CH:13][CH:14]=[CH:15][CH:16]=2)[NH:11][C:10]2[C:5](=[CH:6][CH:7]=[CH:8][CH:9]=2)[CH:4]=1.[O-:18][C:19]#[N:20].[Na+].C(O)(=O)C(C1C=CC=CC=1)O. Product: [CH3:1][O:2][C:3]1[C:17]2[C:12](=[CH:13][CH:14]=[CH:15][CH:16]=2)[N:11]([C:19]([NH2:20])=[O:18])[C:10]2[C:5](=[CH:6][CH:7]=[CH:8][CH:9]=2)[CH:4]=1. The catalyst class is: 4. (2) Reactant: [CH3:1][O:2][C:3]1[CH:8]=[CH:7][C:6]([O:9][CH3:10])=[CH:5][C:4]=1[NH:11][S:12]([C:15]1[CH:25]=[CH:24][C:18]([CH2:19][NH:20]C(=O)C)=[CH:17][CH:16]=1)(=[O:14])=[O:13].[ClH:26]. Product: [Cl-:26].[CH3:1][O:2][C:3]1[CH:8]=[CH:7][C:6]([O:9][CH3:10])=[CH:5][C:4]=1[NH:11][S:12]([C:15]1[CH:16]=[CH:17][C:18]([CH2:19][NH3+:20])=[CH:24][CH:25]=1)(=[O:14])=[O:13]. The catalyst class is: 41. (3) Reactant: [CH3:1][S:2]([C:5]1[CH:10]=[CH:9][C:8]([C:11]2[CH:16]=[CH:15][C:14]([O:17][CH2:18][CH:19]3[CH2:24][CH2:23][N:22]([C:25]#[N:26])[CH2:21][CH2:20]3)=[CH:13][CH:12]=2)=[CH:7][CH:6]=1)(=[O:4])=[O:3].Cl.[NH2:28][OH:29]. Product: [OH:29][NH:28][C:25]([N:22]1[CH2:21][CH2:20][CH:19]([CH2:18][O:17][C:14]2[CH:15]=[CH:16][C:11]([C:8]3[CH:9]=[CH:10][C:5]([S:2]([CH3:1])(=[O:3])=[O:4])=[CH:6][CH:7]=3)=[CH:12][CH:13]=2)[CH2:24][CH2:23]1)=[NH:26]. The catalyst class is: 8. (4) Product: [Cl:9][C:10]1[N:15]=[C:14]([C:16]2[S:46][C:34]([C:35]([NH:38][C:39]([O:40][C:41]([CH3:44])([CH3:43])[CH3:42])=[O:45])([CH3:37])[CH3:36])=[N:33][C:17]=2[C:19]2[C:20]([F:32])=[C:21]([NH:25][C:26](=[O:31])[O:27][CH2:28][CH:29]=[CH2:30])[CH:22]=[CH:23][CH:24]=2)[CH:13]=[CH:12][N:11]=1. The catalyst class is: 317. Reactant: BrN1C(=O)CCC1=O.[Cl:9][C:10]1[N:15]=[C:14]([CH2:16][C:17]([C:19]2[C:20]([F:32])=[C:21]([NH:25][C:26](=[O:31])[O:27][CH2:28][CH:29]=[CH2:30])[CH:22]=[CH:23][CH:24]=2)=O)[CH:13]=[CH:12][N:11]=1.[NH2:33][C:34](=[S:46])[C:35]([NH:38][C:39](=[O:45])[O:40][C:41]([CH3:44])([CH3:43])[CH3:42])([CH3:37])[CH3:36]. (5) Reactant: [NH2:1][C:2]1[CH:3]=[C:4]2[C:9](=[CH:10][CH:11]=1)[N:8]=[CH:7][C:6]([C:12]#[N:13])=[C:5]2[NH:14][C:15]1[CH:20]=[CH:19][C:18]([F:21])=[C:17]([Cl:22])[CH:16]=1.[N:23]1([C:29]2[S:30][C:31]([CH:34]=O)=[CH:32][N:33]=2)[CH2:28][CH2:27][O:26][CH2:25][CH2:24]1.[BH3-]C#N.[Na+]. Product: [Cl:22][C:17]1[CH:16]=[C:15]([NH:14][C:5]2[C:4]3[C:9](=[CH:10][CH:11]=[C:2]([NH:1][CH2:34][C:31]4[S:30][C:29]([N:23]5[CH2:28][CH2:27][O:26][CH2:25][CH2:24]5)=[N:33][CH:32]=4)[CH:3]=3)[N:8]=[CH:7][C:6]=2[C:12]#[N:13])[CH:20]=[CH:19][C:18]=1[F:21]. The catalyst class is: 14.